This data is from Peptide-MHC class II binding affinity with 134,281 pairs from IEDB. The task is: Regression. Given a peptide amino acid sequence and an MHC pseudo amino acid sequence, predict their binding affinity value. This is MHC class II binding data. (1) The peptide sequence is IGLQYLGYVIRDLAA. The MHC is HLA-DQA10201-DQB10303 with pseudo-sequence HLA-DQA10201-DQB10303. The binding affinity (normalized) is 0.321. (2) The peptide sequence is AAATAGTTVYGAFSA. The MHC is HLA-DPA10103-DPB10401 with pseudo-sequence HLA-DPA10103-DPB10401. The binding affinity (normalized) is 0.0339. (3) The peptide sequence is GELQIVDKWDAAFKI. The binding affinity (normalized) is 0.655. The MHC is DRB3_0101 with pseudo-sequence DRB3_0101. (4) The peptide sequence is QKEYMERQGKTPLGL. The MHC is DRB1_1302 with pseudo-sequence DRB1_1302. The binding affinity (normalized) is 0.429. (5) The peptide sequence is QPSKGWNDWENVPFC. The MHC is DRB5_0101 with pseudo-sequence DRB5_0101. The binding affinity (normalized) is 0.457. (6) The peptide sequence is SQDLELSWNLMGLQAY. The MHC is DRB1_0401 with pseudo-sequence DRB1_0401. The binding affinity (normalized) is 0.190. (7) The peptide sequence is EPKYFAATQFEPLAA. The MHC is DRB1_1001 with pseudo-sequence DRB1_1001. The binding affinity (normalized) is 0.570.